Dataset: Forward reaction prediction with 1.9M reactions from USPTO patents (1976-2016). Task: Predict the product of the given reaction. (1) Given the reactants [NH2:1][CH2:2][CH2:3][C@H:4]([N:6]1[CH2:11][CH2:10][CH:9]([NH:12][C:13]2[CH:18]=[CH:17][C:16]([O:19][Si:20]([C:23]([CH3:26])([CH3:25])[CH3:24])([CH3:22])[CH3:21])=[CH:15][CH:14]=2)[CH2:8][CH2:7]1)[CH3:5].[CH3:27][C:28]([O:31][C:32](O[C:32]([O:31][C:28]([CH3:30])([CH3:29])[CH3:27])=[O:33])=[O:33])([CH3:30])[CH3:29], predict the reaction product. The product is: [C:28]([O:31][C:32](=[O:33])[NH:1][CH2:2][CH2:3][C@H:4]([N:6]1[CH2:11][CH2:10][CH:9]([NH:12][C:13]2[CH:14]=[CH:15][C:16]([O:19][Si:20]([C:23]([CH3:25])([CH3:24])[CH3:26])([CH3:21])[CH3:22])=[CH:17][CH:18]=2)[CH2:8][CH2:7]1)[CH3:5])([CH3:30])([CH3:29])[CH3:27]. (2) Given the reactants [NH2:1][C:2]1[N:27]([C:28]2[CH:33]=[CH:32][CH:31]=[CH:30][CH:29]=2)[C:6]2[N:7]=[C:8]([NH:11][C:12]3[CH:17]=[CH:16][C:15]([CH:18]4[CH2:23][CH2:22][N:21]([CH3:24])[CH2:20][CH2:19]4)=[CH:14][C:13]=3[O:25][CH3:26])[N:9]=[CH:10][C:5]=2[C:4](=[O:34])[C:3]=1[C:35]([NH2:37])=[O:36].[ClH:38], predict the reaction product. The product is: [ClH:38].[NH2:1][C:2]1[N:27]([C:28]2[CH:33]=[CH:32][CH:31]=[CH:30][CH:29]=2)[C:6]2[N:7]=[C:8]([NH:11][C:12]3[CH:17]=[CH:16][C:15]([CH:18]4[CH2:23][CH2:22][N:21]([CH3:24])[CH2:20][CH2:19]4)=[CH:14][C:13]=3[O:25][CH3:26])[N:9]=[CH:10][C:5]=2[C:4](=[O:34])[C:3]=1[C:35]([NH2:37])=[O:36]. (3) The product is: [CH2:1]([O:8][CH2:9][CH2:10][CH2:11][C@H:12]([C:21]1[C:25]([CH:26]2[CH2:27][CH2:28]2)=[C:24]([C:29]2[CH:33]=[C:32]([C:34](=[O:39])[C:35]([CH3:38])([CH3:37])[CH3:36])[O:31][N:30]=2)[O:23][N:22]=1)[CH2:13][C:14]([O:16][C:17]([CH3:20])([CH3:19])[CH3:18])=[O:15])[C:2]1[CH:7]=[CH:6][CH:5]=[CH:4][CH:3]=1. Given the reactants [CH2:1]([O:8][CH2:9][CH2:10][CH2:11][C@H:12]([C:21]1[C:25]([CH:26]2[CH2:28][CH2:27]2)=[C:24]([C:29]2[CH:33]=[C:32]([CH:34]([OH:39])[C:35]([CH3:38])([CH3:37])[CH3:36])[O:31][N:30]=2)[O:23][N:22]=1)[CH2:13][C:14]([O:16][C:17]([CH3:20])([CH3:19])[CH3:18])=[O:15])[C:2]1[CH:7]=[CH:6][CH:5]=[CH:4][CH:3]=1.CC(OI1(OC(C)=O)(OC(C)=O)OC(=O)C2C=CC=CC1=2)=O.S([O-])([O-])=O.[Na+].[Na+].C(=O)([O-])O.[Na+], predict the reaction product.